From a dataset of Peptide-MHC class II binding affinity with 134,281 pairs from IEDB. Regression. Given a peptide amino acid sequence and an MHC pseudo amino acid sequence, predict their binding affinity value. This is MHC class II binding data. (1) The peptide sequence is AYVATVSEALRIIAG. The MHC is HLA-DPA10103-DPB10401 with pseudo-sequence HLA-DPA10103-DPB10401. The binding affinity (normalized) is 0.197. (2) The peptide sequence is AAALHHMVKISGGPH. The MHC is DRB1_1101 with pseudo-sequence DRB1_1101. The binding affinity (normalized) is 0.677. (3) The peptide sequence is LGIISHLLKTRDNSV. The MHC is DRB1_0401 with pseudo-sequence DRB1_0401. The binding affinity (normalized) is 0.533. (4) The MHC is DRB3_0202 with pseudo-sequence DRB3_0202. The peptide sequence is KFWELVDEERKLHQQ. The binding affinity (normalized) is 0.330. (5) The peptide sequence is AALMMAVSLMVGVSI. The MHC is HLA-DQA10101-DQB10501 with pseudo-sequence HLA-DQA10101-DQB10501. The binding affinity (normalized) is 0.